Task: Predict the reactants needed to synthesize the given product.. Dataset: Full USPTO retrosynthesis dataset with 1.9M reactions from patents (1976-2016) (1) Given the product [CH3:20][C:18]1[C:13]2[NH:14][C:15](=[O:17])[O:16][C:12]=2[CH:11]=[C:10]([C:8]([C:4]2[CH:3]=[C:2]([N:33]3[CH2:32][CH2:31][C:24]4([C:25]5[C:30](=[CH:29][CH:28]=[CH:27][CH:26]=5)[NH:21][C:22](=[O:36])[NH:23]4)[CH2:35][CH2:34]3)[N:7]=[CH:6][N:5]=2)=[O:9])[CH:19]=1, predict the reactants needed to synthesize it. The reactants are: Cl[C:2]1[N:7]=[CH:6][N:5]=[C:4]([C:8]([C:10]2[CH:19]=[C:18]([CH3:20])[C:13]3[NH:14][C:15](=[O:17])[O:16][C:12]=3[CH:11]=2)=[O:9])[CH:3]=1.[NH:21]1[C:30]2[C:25](=[CH:26][CH:27]=[CH:28][CH:29]=2)[C:24]2([CH2:35][CH2:34][NH:33][CH2:32][CH2:31]2)[NH:23][C:22]1=[O:36].CCN(C(C)C)C(C)C. (2) Given the product [N:11]1[C:6]([C:5]2[O:34][C:24]([C:25]3[CH:33]=[CH:32][CH:31]=[C:27]([C:28]4[O:29][C:5]([C:6]5[N:11]=[C:10]([C:12]6[CH:17]=[CH:16][CH:15]=[C:14]([C:18]7[CH:23]=[CH:22][CH:21]=[CH:20][N:19]=7)[N:13]=6)[CH:9]=[CH:8][CH:7]=5)=[N:1][N:2]=4)[CH:26]=3)=[N:2][N:1]=2)=[CH:7][CH:8]=[CH:9][C:10]=1[C:12]1[CH:17]=[CH:16][CH:15]=[C:14]([C:18]2[CH:23]=[CH:22][CH:21]=[CH:20][N:19]=2)[N:13]=1, predict the reactants needed to synthesize it. The reactants are: [N:1]1[NH:2]N=N[C:5]=1[C:6]1[N:11]=[C:10]([C:12]2[CH:17]=[CH:16][CH:15]=[C:14]([C:18]3[CH:23]=[CH:22][CH:21]=[CH:20][N:19]=3)[N:13]=2)[CH:9]=[CH:8][CH:7]=1.[C:24](Cl)(=[O:34])[C:25]1[CH:33]=[CH:32][CH:31]=[C:27]([C:28](Cl)=[O:29])[CH:26]=1.O. (3) Given the product [C:23]([O:26][CH2:27][C:28]1[C:29]([N:43]2[CH2:55][CH2:54][N:46]3[C:47]4[CH2:48][CH2:49][CH2:50][CH2:51][C:52]=4[CH:53]=[C:45]3[C:44]2=[O:56])=[CH:30][CH:31]=[CH:32][C:33]=1[C:2]1[CH:3]=[C:4]([NH:10][C:11]2[CH:16]=[CH:15][C:14]([CH2:17][N:18]([CH:20]([CH3:22])[CH3:21])[CH3:19])=[CH:13][N:12]=2)[C:5](=[O:9])[N:6]([CH3:8])[N:7]=1)(=[O:25])[CH3:24], predict the reactants needed to synthesize it. The reactants are: Cl[C:2]1[CH:3]=[C:4]([NH:10][C:11]2[CH:16]=[CH:15][C:14]([CH2:17][N:18]([CH:20]([CH3:22])[CH3:21])[CH3:19])=[CH:13][N:12]=2)[C:5](=[O:9])[N:6]([CH3:8])[N:7]=1.[C:23]([O:26][CH2:27][C:28]1[C:33](B2OC(C)(C)C(C)(C)O2)=[CH:32][CH:31]=[CH:30][C:29]=1[N:43]1[CH2:55][CH2:54][N:46]2[C:47]3[CH2:48][CH2:49][CH2:50][CH2:51][C:52]=3[CH:53]=[C:45]2[C:44]1=[O:56])(=[O:25])[CH3:24].C([O-])([O-])=O.[Na+].[Na+]. (4) Given the product [NH:39]1[CH2:42][CH:41]([C:43]([N:4]2[C:5]3[C:10](=[CH:9][CH:8]=[C:7]([NH:11][C:12](=[O:30])[C:13]4[CH:18]=[CH:17][CH:16]=[N:15][C:14]=4[NH:19][CH2:20][C:21]4[CH:26]=[CH:25][N:24]=[C:23]5[NH:27][CH:28]=[CH:29][C:22]=45)[CH:6]=3)[C:2]([CH3:31])([CH3:1])[CH2:3]2)=[O:44])[CH2:40]1, predict the reactants needed to synthesize it. The reactants are: [CH3:1][C:2]1([CH3:31])[C:10]2[C:5](=[CH:6][C:7]([NH:11][C:12](=[O:30])[C:13]3[CH:18]=[CH:17][CH:16]=[N:15][C:14]=3[NH:19][CH2:20][C:21]3[CH:26]=[CH:25][N:24]=[C:23]4[NH:27][CH:28]=[CH:29][C:22]=34)=[CH:8][CH:9]=2)[NH:4][CH2:3]1.C(OC([N:39]1[CH2:42][CH:41]([C:43](O)=[O:44])[CH2:40]1)=O)(C)(C)C. (5) Given the product [C:6]([C:2]1[NH:1][CH:5]=[CH:4][CH:3]=1)([CH3:9])([CH3:8])[CH3:7], predict the reactants needed to synthesize it. The reactants are: [NH:1]1[CH:5]=[CH:4][CH:3]=[CH:2]1.[C:6](Cl)([CH3:9])([CH3:8])[CH3:7].